Dataset: Reaction yield outcomes from USPTO patents with 853,638 reactions. Task: Predict the reaction yield, written as a fraction of the theoretical maximum amount of product (1.0 means a 100% yield; for example, 0.34 means a 34% yield). (1) The reactants are [Cl:1][C:2]1[N:3]=[C:4](Cl)[C:5]2[O:10][CH:9]=[CH:8][C:6]=2[N:7]=1.[NH:12]1[CH2:17][CH2:16][O:15][CH2:14][CH2:13]1. The catalyst is CO. The product is [Cl:1][C:2]1[N:3]=[C:4]([N:12]2[CH2:17][CH2:16][O:15][CH2:14][CH2:13]2)[C:5]2[O:10][CH:9]=[CH:8][C:6]=2[N:7]=1. The yield is 0.480. (2) The reactants are [CH3:1][C:2]1[O:6][N:5]=[C:4]([C:7]2[CH:12]=[CH:11][CH:10]=[CH:9][CH:8]=2)[C:3]=1[CH2:13][O:14][C:15]1[CH:16]=[C:17]([CH:21]=[CH:22][N:23]=1)[C:18]([OH:20])=O.[NH2:24][CH:25]1[CH2:30][CH2:29][O:28][CH2:27][CH2:26]1. No catalyst specified. The product is [CH3:1][C:2]1[O:6][N:5]=[C:4]([C:7]2[CH:8]=[CH:9][CH:10]=[CH:11][CH:12]=2)[C:3]=1[CH2:13][O:14][C:15]1[CH:16]=[C:17]([CH:21]=[CH:22][N:23]=1)[C:18]([NH:24][CH:25]1[CH2:30][CH2:29][O:28][CH2:27][CH2:26]1)=[O:20]. The yield is 0.620. (3) The reactants are [CH2:1]([N:8](C)[CH2:9][CH2:10][CH2:11][N:12]1[C:17]2[CH2:18][CH2:19][S:20][CH2:21][C:16]=2[C:15](=[O:22])[NH:14][C:13]1=[O:23])C1C=CC=CC=1.Cl[C:26]([O:28][CH2:29][C:30]([Cl:33])([Cl:32])[Cl:31])=[O:27]. The catalyst is C(#N)C. The product is [O:23]=[C:13]1[N:12]([CH2:11][CH2:10][CH2:9][N:8]([CH3:1])[C:26](=[O:27])[O:28][CH2:29][C:30]([Cl:33])([Cl:32])[Cl:31])[C:17]2[CH2:18][CH2:19][S:20][CH2:21][C:16]=2[C:15](=[O:22])[NH:14]1. The yield is 0.630. (4) The reactants are [C:1]([C:4]1[C:9]([NH:10][C:11]([C:13]2[S:14][CH:15]=[C:16]([CH:18]([CH3:20])[CH3:19])[N:17]=2)=O)=[CH:8][C:7]([Cl:21])=[C:6]([O:22][CH3:23])[CH:5]=1)(=[O:3])[CH3:2].C(C1N=C(C2C=C(O)C3C(=C(C)C(OC)=CC=3)N=2)SC=1)(C)C. No catalyst specified. The product is [Cl:21][C:7]1[CH:8]=[C:9]2[C:4]([C:1]([OH:3])=[CH:2][C:11]([C:13]3[S:14][CH:15]=[C:16]([CH:18]([CH3:20])[CH3:19])[N:17]=3)=[N:10]2)=[CH:5][C:6]=1[O:22][CH3:23]. The yield is 0.700. (5) The reactants are CC([O-])(C)C.[K+].CC1C=CC(S([CH2:17][N+:18]#[C-])(=O)=O)=CC=1.[CH2:20]([O:27][C:28]1[CH:29]=[C:30]([CH:33]=[CH:34][C:35]=1[O:36][CH3:37])[CH:31]=O)[C:21]1[CH:26]=[CH:25][CH:24]=[CH:23][CH:22]=1.CO. The catalyst is C1COCC1.O. The yield is 0.480. The product is [CH2:20]([O:27][C:28]1[CH:29]=[C:30]([CH2:31][C:17]#[N:18])[CH:33]=[CH:34][C:35]=1[O:36][CH3:37])[C:21]1[CH:26]=[CH:25][CH:24]=[CH:23][CH:22]=1. (6) The reactants are [NH2:1][N:2]1[CH:6]=[CH:5][N:4]=[C:3]1[C:7]([O:9]CC)=O.C(O)(=O)C.[CH:16](N)=[NH:17]. The catalyst is CCO. The product is [CH:5]1[N:4]=[C:3]2[C:7]([N:17]=[CH:16][NH:1][N:2]2[CH:6]=1)=[O:9]. The yield is 0.502.